Dataset: Full USPTO retrosynthesis dataset with 1.9M reactions from patents (1976-2016). Task: Predict the reactants needed to synthesize the given product. (1) Given the product [CH3:15][C@H:14]1[C@H:10]2[CH2:9][C:8]3[NH:7][C:6]([C:4]([OH:5])=[O:3])=[CH:13][C:12]=3[C@@H:11]12, predict the reactants needed to synthesize it. The reactants are: C([O:3][C:4]([C:6]1[NH:7][C:8]2[CH2:9][C@@H:10]3[C@H:14]([CH3:15])[C@@H:11]3[C:12]=2[CH:13]=1)=[O:5])C.[OH-].[Na+]. (2) Given the product [CH3:12][CH:11]1[CH2:13][C:4]2[C:3]3[CH:6]=[CH:7][CH:8]=[CH:9][C:2]=3[S:1][C:5]=2[C:10]1=[O:14], predict the reactants needed to synthesize it. The reactants are: [S:1]1[CH:5]=[CH:4][C:3]2[CH:6]=[CH:7][CH:8]=[CH:9][C:2]1=2.[C:10](O)(=[O:14])[C:11]([CH3:13])=[CH2:12]. (3) Given the product [Br:17][C:12]1[CH:11]=[CH:10][C:9]2[N:8]([CH2:18][CH:19]([OH:24])[C:20]([OH:22])=[O:21])[C:7]3[C:15]([C:14]=2[CH:13]=1)=[CH:16][C:4]([Br:3])=[CH:5][CH:6]=3, predict the reactants needed to synthesize it. The reactants are: [OH-].[Na+].[Br:3][C:4]1[CH:5]=[CH:6][C:7]2[N:8]([CH2:18][CH:19]([OH:24])[C:20]([O:22]C)=[O:21])[C:9]3[C:14]([C:15]=2[CH:16]=1)=[CH:13][C:12]([Br:17])=[CH:11][CH:10]=3. (4) Given the product [Cl:11][C:12]1[CH:19]=[CH:18][C:15]([CH:16]2[S:21][C:22]([CH3:27])([CH3:26])[C:23](=[O:24])[NH:9][C:7]3[N:6]([CH3:10])[N:5]=[C:4]([CH:1]4[CH2:3][CH2:2]4)[C:8]2=3)=[C:14]([CH3:20])[CH:13]=1, predict the reactants needed to synthesize it. The reactants are: [CH:1]1([C:4]2[CH:8]=[C:7]([NH2:9])[N:6]([CH3:10])[N:5]=2)[CH2:3][CH2:2]1.[Cl:11][C:12]1[CH:19]=[CH:18][C:15]([CH:16]=O)=[C:14]([CH3:20])[CH:13]=1.[SH:21][C:22]([CH3:27])([CH3:26])[C:23](O)=[O:24].